From a dataset of Catalyst prediction with 721,799 reactions and 888 catalyst types from USPTO. Predict which catalyst facilitates the given reaction. (1) Reactant: Cl[C:2]1[N:7]=[C:6]([C:8]2[CH:17]=[CH:16][C:11]([C:12]([O:14][CH3:15])=[O:13])=[C:10]([O:18][CH3:19])[CH:9]=2)[C:5]([CH3:20])=[CH:4][N:3]=1.[O:21]1[CH2:26][CH2:25][N:24]([C:27]2[CH:33]=[CH:32][C:30]([NH2:31])=[CH:29][CH:28]=2)[CH2:23][CH2:22]1.O.C1(C)C=CC(S(O)(=O)=O)=CC=1.CO. Product: [O:21]1[CH2:22][CH2:23][N:24]([C:27]2[CH:28]=[CH:29][C:30]([NH:31][C:2]3[N:7]=[C:6]([C:8]4[CH:17]=[CH:16][C:11]([C:12]([O:14][CH3:15])=[O:13])=[C:10]([O:18][CH3:19])[CH:9]=4)[C:5]([CH3:20])=[CH:4][N:3]=3)=[CH:32][CH:33]=2)[CH2:25][CH2:26]1. The catalyst class is: 12. (2) Reactant: [Cl:1][C:2]1[CH:3]=[C:4]([NH:9][C:10]2[N:14]=[C:13]([NH2:15])[NH:12][N:11]=2)[CH:5]=[C:6]([Cl:8])[CH:7]=1.[C:16]([NH:20][S:21]([C:24]1[CH:29]=[CH:28][C:27]([CH:30]=O)=[CH:26][CH:25]=1)(=[O:23])=[O:22])([CH3:19])([CH3:18])[CH3:17].C(O)(=O)C.Cl. Product: [C:16]([NH:20][S:21]([C:24]1[CH:25]=[CH:26][C:27]([CH2:30][NH:15][C:13]2[NH:12][N:11]=[C:10]([NH:9][C:4]3[CH:5]=[C:6]([Cl:8])[CH:7]=[C:2]([Cl:1])[CH:3]=3)[N:14]=2)=[CH:28][CH:29]=1)(=[O:22])=[O:23])([CH3:19])([CH3:18])[CH3:17]. The catalyst class is: 5. (3) Reactant: [CH3:1][N:2]1[N:18]=[CH:17][C:16]2[NH:15][C:14](=[O:19])[C@H:13]([CH:20]([CH3:22])[CH3:21])[CH2:12][CH2:11][CH2:10][C@H:9]([NH:23]C(=O)OC(C)(C)C)[C:8]3[CH:31]=[C:4]([CH:5]=[CH:6][N:7]=3)[C:3]1=2.O1CCOCC1.[ClH:38]. Product: [ClH:38].[NH2:23][C@@H:9]1[C:8]2[CH:31]=[C:4]([CH:5]=[CH:6][N:7]=2)[C:3]2[N:2]([CH3:1])[N:18]=[CH:17][C:16]=2[NH:15][C:14](=[O:19])[C@H:13]([CH:20]([CH3:22])[CH3:21])[CH2:12][CH2:11][CH2:10]1. The catalyst class is: 5. (4) Reactant: [C:1]([OH:9])(=O)[C:2]1[CH:7]=[CH:6][CH:5]=[N:4][CH:3]=1.CCN=C=NCCCN(C)C.Cl.C1C=CC2N(O)N=NC=2C=1.[NH:32]=[C:33]1[N:37]([CH:38]2[CH2:43][CH2:42][CH2:41][N:40]([C:44]([O:46][C:47]([CH3:50])([CH3:49])[CH3:48])=[O:45])[CH2:39]2)[C:36]2[CH:51]=[CH:52][CH:53]=[CH:54][C:35]=2[NH:34]1. Product: [C:1]([NH:32][C:33]1[N:37]([CH:38]2[CH2:43][CH2:42][CH2:41][N:40]([C:44]([O:46][C:47]([CH3:48])([CH3:49])[CH3:50])=[O:45])[CH2:39]2)[C:36]2[CH:51]=[CH:52][CH:53]=[CH:54][C:35]=2[N:34]=1)(=[O:9])[C:2]1[CH:7]=[CH:6][CH:5]=[N:4][CH:3]=1. The catalyst class is: 34. (5) Reactant: C([O:9][CH2:10][CH2:11][O:12][CH2:13][CH2:14][N:15]1[C:23]2[C:22](SC)=[N:21][CH:20]=[N:19][C:18]=2[CH:17]=[N:16]1)(=O)C1C=CC=CC=1.[Cl:26][C:27]1[CH:28]=[C:29]([CH:31]=[CH:32][C:33]=1[O:34][CH2:35][C:36]1[CH:41]=[CH:40][CH:39]=[C:38]([F:42])[CH:37]=1)[NH2:30].Cl.N1C=CC=CC=1.C(=O)([O-])O.[Na+]. Product: [Cl:26][C:27]1[CH:28]=[C:29]([NH:30][C:22]2[C:23]3[N:15]([CH2:14][CH2:13][O:12][CH2:11][CH2:10][OH:9])[N:16]=[CH:17][C:18]=3[N:19]=[CH:20][N:21]=2)[CH:31]=[CH:32][C:33]=1[O:34][CH2:35][C:36]1[CH:41]=[CH:40][CH:39]=[C:38]([F:42])[CH:37]=1. The catalyst class is: 60.